This data is from Catalyst prediction with 721,799 reactions and 888 catalyst types from USPTO. The task is: Predict which catalyst facilitates the given reaction. (1) Reactant: [F:1][C:2]([F:42])([F:41])[C@H:3]([N:28]1[CH2:32][CH2:31][C@H:30]([NH:33]C(=O)OC(C)(C)C)[CH2:29]1)[C:4]1[CH:5]=[CH:6][C:7]2[N:8]([C:10]([C:13]3[CH:22]=[CH:21][C:20]4[C:15](=[C:16]([O:23][CH2:24][C@@H:25]([OH:27])[CH3:26])[CH:17]=[CH:18][CH:19]=4)[N:14]=3)=[N:11][N:12]=2)[CH:9]=1.[Cl:43]CCl. Product: [ClH:43].[ClH:43].[NH2:33][C@H:30]1[CH2:31][CH2:32][N:28]([C@H:3]([C:4]2[CH:5]=[CH:6][C:7]3[N:8]([C:10]([C:13]4[CH:22]=[CH:21][C:20]5[C:15](=[C:16]([O:23][CH2:24][C@@H:25]([OH:27])[CH3:26])[CH:17]=[CH:18][CH:19]=5)[N:14]=4)=[N:11][N:12]=3)[CH:9]=2)[C:2]([F:41])([F:42])[F:1])[CH2:29]1. The catalyst class is: 55. (2) The catalyst class is: 3. Reactant: [C:1]([OH:9])(=O)[C:2]1[CH:7]=[CH:6][CH:5]=[N:4][CH:3]=1.C1(P([N:24]=[N+:25]=[N-:26])(C2C=CC=CC=2)=O)C=CC=CC=1.C(N(CC)CC)C.O. Product: [C:1]([N:24]=[N+:25]=[N-:26])(=[O:9])[C:2]1[CH:7]=[CH:6][CH:5]=[N:4][CH:3]=1. (3) The catalyst class is: 10. Reactant: [F:1][CH:2]([F:17])[O:3][C:4]1[N:9]=[C:8]([C:10]([NH:13]C(=O)[O-])([CH3:12])[CH3:11])[CH:7]=[CH:6][CH:5]=1.CO.O. Product: [F:17][CH:2]([F:1])[O:3][C:4]1[N:9]=[C:8]([C:10]([NH2:13])([CH3:11])[CH3:12])[CH:7]=[CH:6][CH:5]=1. (4) Reactant: [H-].[Na+].[NH2:3][C:4]1[CH:13]=[CH:12][C:7]([C:8]([O:10][CH3:11])=[O:9])=[CH:6][CH:5]=1.CS([C:18]1[N:23]=[C:22]([C:24]2[N:28]([C:29]3[CH:34]=[CH:33][CH:32]=[CH:31][CH:30]=3)[N:27]=[CH:26][CH:25]=2)[CH:21]=[CH:20][N:19]=1)(=O)=O. Product: [CH3:11][O:10][C:8](=[O:9])[C:7]1[CH:6]=[CH:5][C:4]([NH:3][C:18]2[N:23]=[C:22]([C:24]3[N:28]([C:29]4[CH:34]=[CH:33][CH:32]=[CH:31][CH:30]=4)[N:27]=[CH:26][CH:25]=3)[CH:21]=[CH:20][N:19]=2)=[CH:13][CH:12]=1. The catalyst class is: 3. (5) Reactant: [Br:1][C:2]1[CH:7]=[CH:6][C:5]([Cl:8])=[C:4]([CH2:9][C:10]2[CH:15]=[CH:14][C:13]([O:16][CH2:17][CH:18]([O:20][CH:21](OCC)[CH3:22])[CH3:19])=[CH:12][CH:11]=2)[CH:3]=1.C(N(CC)CC)C.C[Si](OS(C(F)(F)F)(=O)=O)(C)C.[OH-].[Na+]. Product: [Br:1][C:2]1[CH:7]=[CH:6][C:5]([Cl:8])=[C:4]([CH2:9][C:10]2[CH:15]=[CH:14][C:13]([O:16][CH2:17][CH:18]([O:20][CH:21]=[CH2:22])[CH3:19])=[CH:12][CH:11]=2)[CH:3]=1. The catalyst class is: 268. (6) Reactant: [C:1](Cl)(=[O:8])[C:2]1[CH:7]=[CH:6][CH:5]=[CH:4][CH:3]=1.[NH2:10][C:11]1[CH:12]=[C:13]2[C:17](=[CH:18][CH:19]=1)[N:16]([NH:20][C:21]([C:23]1[C:24]([CH3:36])=[N:25][C:26]([C:29]3[CH:34]=[CH:33][CH:32]=[C:31]([F:35])[CH:30]=3)=[N:27][CH:28]=1)=[O:22])[CH:15]=[CH:14]2.C(N(CC)CC)C. Product: [C:1]([NH:10][C:11]1[CH:12]=[C:13]2[C:17](=[CH:18][CH:19]=1)[N:16]([NH:20][C:21]([C:23]1[C:24]([CH3:36])=[N:25][C:26]([C:29]3[CH:34]=[CH:33][CH:32]=[C:31]([F:35])[CH:30]=3)=[N:27][CH:28]=1)=[O:22])[CH:15]=[CH:14]2)(=[O:8])[C:2]1[CH:7]=[CH:6][CH:5]=[CH:4][CH:3]=1. The catalyst class is: 2.